From a dataset of Peptide-MHC class I binding affinity with 185,985 pairs from IEDB/IMGT. Regression. Given a peptide amino acid sequence and an MHC pseudo amino acid sequence, predict their binding affinity value. This is MHC class I binding data. (1) The peptide sequence is WMLLTFLTSL. The MHC is HLA-A02:01 with pseudo-sequence HLA-A02:01. The binding affinity (normalized) is 1.00. (2) The peptide sequence is DTTTDISKY. The MHC is HLA-A23:01 with pseudo-sequence HLA-A23:01. The binding affinity (normalized) is 0.0847. (3) The peptide sequence is KQRKPGGPW. The MHC is HLA-A30:02 with pseudo-sequence HLA-A30:02. The binding affinity (normalized) is 0.533. (4) The peptide sequence is QVPSLQYL. The MHC is Mamu-A02 with pseudo-sequence Mamu-A02. The binding affinity (normalized) is 0.0152. (5) The peptide sequence is FVAAFDHFY. The MHC is HLA-B40:01 with pseudo-sequence HLA-B40:01. The binding affinity (normalized) is 0.0847. (6) The peptide sequence is IPVSTNGKI. The MHC is HLA-B15:17 with pseudo-sequence HLA-B15:17. The binding affinity (normalized) is 0.0847.